Dataset: Forward reaction prediction with 1.9M reactions from USPTO patents (1976-2016). Task: Predict the product of the given reaction. (1) The product is: [F:13][CH:14]([F:17])[CH2:15][O:1][C:2]1[CH:11]=[CH:10][C:5]([C:6]([O:8][CH3:9])=[O:7])=[CH:4][C:3]=1[CH3:12]. Given the reactants [OH:1][C:2]1[CH:11]=[CH:10][C:5]([C:6]([O:8][CH3:9])=[O:7])=[CH:4][C:3]=1[CH3:12].[F:13][CH:14]([F:17])[CH2:15]O.C1(P(C2C=CC=CC=2)C2C=CC=CC=2)C=CC=CC=1.N(C(OCC)=O)=NC(OCC)=O, predict the reaction product. (2) Given the reactants [NH:1]1[C@H:14]2[C@H:5]([CH2:6][CH2:7][C:8]3[C:13]2=[N:12][CH:11]=[CH:10][CH:9]=3)[CH2:4][CH2:3][CH2:2]1.Cl[CH2:16][C:17]1[N:21]([CH2:22][C@H:23]2[CH2:28][CH2:27][CH2:26][N:25]([C:29]([O:31][C:32]([CH3:35])([CH3:34])[CH3:33])=[O:30])[CH2:24]2)[C:20]2[CH:36]=[CH:37][CH:38]=[CH:39][C:19]=2[N:18]=1.C(=O)([O-])[O-].[K+].[K+].[I-].[K+], predict the reaction product. The product is: [N:12]1([CH2:16][C:17]2[N:21]([CH2:22][C@H:23]3[CH2:28][CH2:27][CH2:26][N:25]([C:29]([O:31][C:32]([CH3:35])([CH3:33])[CH3:34])=[O:30])[CH2:24]3)[C:20]3[CH:36]=[CH:37][CH:38]=[CH:39][C:19]=3[N:18]=2)[C@H:13]2[C@H:8]([CH2:7][CH2:6][C:5]3[C:14]2=[N:1][CH:2]=[CH:3][CH:4]=3)[CH2:9][CH2:10][CH2:11]1. (3) The product is: [Cl:15][C:8]1[N:7]=[C:6]([O:2][CH3:1])[C:11]([N+:12]([O-:14])=[O:13])=[CH:10][CH:9]=1. Given the reactants [CH3:1][OH:2].[H-].[Na+].Cl[C:6]1[C:11]([N+:12]([O-:14])=[O:13])=[CH:10][CH:9]=[C:8]([Cl:15])[N:7]=1.O, predict the reaction product. (4) Given the reactants [Cl:1][C:2]1[CH:7]=[CH:6][CH:5]=[CH:4][C:3]=1[C:8]1[C:12]([C:13]([OH:15])=O)=[CH:11][O:10][N:9]=1.[NH:16]1[CH2:21][CH2:20][CH2:19][CH:18]([CH:22]([OH:24])[CH3:23])[CH2:17]1.CCN(CC)CC, predict the reaction product. The product is: [Cl:1][C:2]1[CH:7]=[CH:6][CH:5]=[CH:4][C:3]=1[C:8]1[C:12]([C:13]([N:16]2[CH2:21][CH2:20][CH2:19][CH:18]([CH:22]([OH:24])[CH3:23])[CH2:17]2)=[O:15])=[CH:11][O:10][N:9]=1. (5) Given the reactants [CH3:1][N:2]([CH3:32])[C:3]([C:5]1[CH:6]=[C:7]2[CH:25]=[C:23]([CH:24]=1)[C:22](=[O:26])[NH:21][C@H:20]([C@H:27]([OH:30])[CH2:28][Cl:29])[CH2:19][C:18]1[CH:31]=[C:14]([CH:15]=[CH:16][CH:17]=1)[O:13][CH2:12][CH:11]=[CH:10][CH2:9][O:8]2)=[O:4], predict the reaction product. The product is: [CH3:1][N:2]([CH3:32])[C:3]([C:5]1[CH:6]=[C:7]2[CH:25]=[C:23]([CH:24]=1)[C:22](=[O:26])[NH:21][C@H:20]([C@H:27]([OH:30])[CH2:28][Cl:29])[CH2:19][C:18]1[CH:31]=[C:14]([CH:15]=[CH:16][CH:17]=1)[O:13][CH2:12][CH2:11][CH2:10][CH2:9][O:8]2)=[O:4]. (6) Given the reactants [NH2:1][CH:2]1[CH2:7][CH2:6][N:5]([CH2:8][CH2:9][N:10]2[C:19]3[C:14](=[CH:15][CH:16]=[C:17]([O:20][CH3:21])[CH:18]=3)[N:13]=[CH:12][C:11]2=[O:22])[CH2:4][CH2:3]1.[O:23]1[C:28]2[CH:29]=[CH:30][C:31]([CH:33]=O)=[CH:32][C:27]=2[O:26][CH:25]=[CH:24]1.C(O[BH-](OC(=O)C)OC(=O)C)(=O)C.[Na+].C(=O)([O-])O.[Na+], predict the reaction product. The product is: [O:23]1[C:28]2[CH:29]=[CH:30][C:31]([CH2:33][NH:1][CH:2]3[CH2:3][CH2:4][N:5]([CH2:8][CH2:9][N:10]4[C:19]5[C:14](=[CH:15][CH:16]=[C:17]([O:20][CH3:21])[CH:18]=5)[N:13]=[CH:12][C:11]4=[O:22])[CH2:6][CH2:7]3)=[CH:32][C:27]=2[O:26][CH:25]=[CH:24]1. (7) Given the reactants Cl[CH2:2][CH2:3][CH2:4][CH2:5][O:6][C:7]1[CH:16]=[C:15]2[C:10]([C:11]([O:17][C:18]3[CH:23]=[CH:22][C:21]([CH3:24])=[CH:20][C:19]=3[C:25]([C:27]3[CH:32]=[CH:31][CH:30]=[CH:29][CH:28]=3)=[O:26])=[CH:12][CH:13]=[N:14]2)=[CH:9][C:8]=1[O:33][CH3:34].[NH:35]1[CH2:40][CH2:39][CH:38]([CH2:41]CO)[CH2:37][CH2:36]1.C(=O)([O-])[O-:45].[K+].[K+].O, predict the reaction product. The product is: [OH:45][CH2:41][CH:38]1[CH2:37][CH2:36][N:35]([CH2:2][CH2:3][CH2:4][CH2:5][O:6][C:7]2[CH:16]=[C:15]3[C:10]([C:11]([O:17][C:18]4[CH:23]=[CH:22][C:21]([CH3:24])=[CH:20][C:19]=4[C:25]([C:27]4[CH:32]=[CH:31][CH:30]=[CH:29][CH:28]=4)=[O:26])=[CH:12][CH:13]=[N:14]3)=[CH:9][C:8]=2[O:33][CH3:34])[CH2:40][CH2:39]1. (8) Given the reactants [CH3:1][O:2][C:3]1[C:4]2[NH:21][N:20]=[CH:19][C:5]=2[N:6]=[C:7]([N:9]2[CH:13]=[C:12]([C:14]([O:16][CH2:17][CH3:18])=[O:15])[CH:11]=[N:10]2)[N:8]=1.[O:22]([CH2:30][CH2:31][CH2:32]O)[Si:23]([C:26]([CH3:29])([CH3:28])[CH3:27])([CH3:25])[CH3:24].C1(P(C2C=CC=CC=2)C2C=CC=CC=2)C=CC=CC=1.N(C(OC(C)C)=O)=NC(OC(C)C)=O, predict the reaction product. The product is: [Si:23]([O:22][CH2:30][CH2:31][CH2:32][N:21]1[C:4]2[C:3]([O:2][CH3:1])=[N:8][C:7]([N:9]3[CH:13]=[C:12]([C:14]([O:16][CH2:17][CH3:18])=[O:15])[CH:11]=[N:10]3)=[N:6][C:5]=2[CH:19]=[N:20]1)([C:26]([CH3:27])([CH3:28])[CH3:29])([CH3:25])[CH3:24].